Dataset: Full USPTO retrosynthesis dataset with 1.9M reactions from patents (1976-2016). Task: Predict the reactants needed to synthesize the given product. (1) Given the product [CH2:11]([N:10]1[C:5]2[C:4]([Cl:21])=[N:3][C:2]([NH2:1])=[N:7][C:6]=2[CH:8]=[CH:9]1)[C:12]1[CH:17]=[CH:16][CH:15]=[CH:14][CH:13]=1, predict the reactants needed to synthesize it. The reactants are: [NH2:1][C:2]1[NH:3][C:4](=O)[C:5]2[N:10]([CH2:11][C:12]3[CH:17]=[CH:16][CH:15]=[CH:14][CH:13]=3)[CH:9]=[CH:8][C:6]=2[N:7]=1.O=P(Cl)(Cl)[Cl:21]. (2) The reactants are: [K].[OH:2][C:3]1[CH:10]=[CH:9][C:6]([CH:7]=[O:8])=[CH:5][CH:4]=1.[CH2:11]([N:18]1[C:22](Br)=[N:21][N:20]=[N:19]1)[C:12]1[CH:17]=[CH:16][CH:15]=[CH:14][CH:13]=1. Given the product [CH2:11]([N:18]1[C:22]([O:2][C:3]2[CH:10]=[CH:9][C:6]([CH:7]=[O:8])=[CH:5][CH:4]=2)=[N:21][N:20]=[N:19]1)[C:12]1[CH:13]=[CH:14][CH:15]=[CH:16][CH:17]=1, predict the reactants needed to synthesize it. (3) Given the product [N:12]1([C:7]2[CH:8]=[C:9]3[C:4](=[CH:5][CH:6]=2)[NH:3][C:2](=[O:1])[NH:11][CH2:10]3)[CH2:17][CH2:16][NH:15][CH2:14][CH2:13]1, predict the reactants needed to synthesize it. The reactants are: [O:1]=[C:2]1[NH:11][CH2:10][C:9]2[C:4](=[CH:5][CH:6]=[C:7]([N:12]3[CH2:17][CH2:16][N:15](C(OC(C)(C)C)=O)[CH2:14][CH2:13]3)[CH:8]=2)[NH:3]1.C(O)(C(F)(F)F)=O. (4) The reactants are: [CH3:1][C:2]1[CH:7]=[CH:6][C:5]([C:8]2[CH:13]=[CH:12][C:11]([OH:14])=[CH:10][CH:9]=2)=[CH:4][CH:3]=1.C1(NC2CCCCC2)CCCCC1.[P:28]([O-:33])([O:31]C)[O:29][CH3:30]. Given the product [CH3:30][O:29][P:28]([OH:33])([O:14][CH3:11])=[O:31].[CH3:1][C:2]1[CH:7]=[CH:6][C:5]([C:8]2[CH:9]=[CH:10][CH:11]=[CH:12][CH:13]=2)=[CH:4][CH:3]=1, predict the reactants needed to synthesize it. (5) Given the product [CH3:30][C:2]1([CH3:1])[CH2:7][CH2:6][N:5]([C:8]2[N:13]3[CH:14]=[C:15]([C:17]([O:19][CH2:20][CH3:21])=[O:18])[N:16]=[C:12]3[CH:11]=[C:10]([CH3:22])[C:9]=2[C:23]([OH:25])=[O:24])[CH2:4][CH2:3]1, predict the reactants needed to synthesize it. The reactants are: [CH3:1][C:2]1([CH3:30])[CH2:7][CH2:6][N:5]([C:8]2[N:13]3[CH:14]=[C:15]([C:17]([O:19][CH2:20][CH3:21])=[O:18])[N:16]=[C:12]3[CH:11]=[C:10]([CH3:22])[C:9]=2[C:23]([O:25]C(C)(C)C)=[O:24])[CH2:4][CH2:3]1. (6) Given the product [CH2:11]([O:13][C@@H:14]([CH2:19][C:20]1[CH:25]=[CH:24][C:23]([C:2]2[N:6]([CH3:7])[N:5]=[C:4]([N+:8]([O-:10])=[O:9])[N:3]=2)=[CH:22][CH:21]=1)[C:15]([O:17][CH3:18])=[O:16])[CH3:12], predict the reactants needed to synthesize it. The reactants are: Br[C:2]1[N:6]([CH3:7])[N:5]=[C:4]([N+:8]([O-:10])=[O:9])[N:3]=1.[CH2:11]([O:13][C@@H:14]([CH2:19][C:20]1[CH:25]=[CH:24][C:23](B2OC(C)(C)C(C)(C)O2)=[CH:22][CH:21]=1)[C:15]([O:17][CH3:18])=[O:16])[CH3:12].